Dataset: Catalyst prediction with 721,799 reactions and 888 catalyst types from USPTO. Task: Predict which catalyst facilitates the given reaction. (1) Reactant: [CH2:1]([O:8][C:9]1[CH:18]=[C:17]2[C:12]([C:13](O)=[CH:14][CH:15]=[N:16]2)=[CH:11][CH:10]=1)[C:2]1[CH:7]=[CH:6][CH:5]=[CH:4][CH:3]=1.P(Cl)(Cl)([Cl:22])=O.[OH-].[Na+]. The catalyst class is: 260. Product: [CH2:1]([O:8][C:9]1[CH:18]=[C:17]2[C:12]([C:13]([Cl:22])=[CH:14][CH:15]=[N:16]2)=[CH:11][CH:10]=1)[C:2]1[CH:7]=[CH:6][CH:5]=[CH:4][CH:3]=1. (2) Reactant: C(O[C:6](=O)[N:7]([CH2:9][C:10]1[C:15]([Br:16])=[CH:14][CH:13]=[CH:12][C:11]=1[NH2:17])C)(C)(C)C.Cl.C([O-])(O)=O.[Na+].C(OCC)(=O)C. Product: [Br:16][C:15]1[C:10]([CH2:9][NH:7][CH3:6])=[C:11]([NH2:17])[CH:12]=[CH:13][CH:14]=1. The catalyst class is: 8. (3) Reactant: [F:1][C:2]1[CH:3]=[C:4]([CH:6]=[CH:7][C:8]=1[N+:9]([O-:11])=[O:10])[NH2:5].[Br:12]Br.C([O-])([O-])=O.[Na+].[Na+]. Product: [Br:12][C:6]1[CH:7]=[C:8]([N+:9]([O-:11])=[O:10])[C:2]([F:1])=[CH:3][C:4]=1[NH2:5]. The catalyst class is: 15. (4) Reactant: [Cl:1][C:2]1[C:7]([F:8])=[CH:6][C:5]([N+:9]([O-])=O)=[C:4]([F:12])[CH:3]=1. Product: [Cl:1][C:2]1[C:7]([F:8])=[CH:6][C:5]([NH2:9])=[C:4]([F:12])[CH:3]=1. The catalyst class is: 180. (5) Reactant: [CH3:1][C:2]1[S:6][C:5]2[NH:7][C:8]3[CH:9]=[CH:10][CH:11]=[CH:12][C:13]=3[N:14]=[C:15]([N:16]3[CH2:21][CH2:20][N:19]([CH3:22])[CH2:18][CH2:17]3)[C:4]=2[CH:3]=1.[C:23]([OH:26])(=[O:25])[CH3:24].C(OCC)C. Product: [CH3:1][C:2]1[S:6][C:5]2[NH:7][C:8]3[CH:9]=[CH:10][CH:11]=[CH:12][C:13]=3[N:14]=[C:15]([N:16]3[CH2:17][CH2:18][N:19]([CH3:22])[CH2:20][CH2:21]3)[C:4]=2[CH:3]=1.[C:23]([O-:26])(=[O:25])[CH3:24]. The catalyst class is: 21. (6) Reactant: Cl[C:2]1[N:7]=[C:6]([C:8]([F:11])([F:10])[F:9])[C:5]([C:12]([O:14][CH3:15])=[O:13])=[CH:4][N:3]=1.[CH3:16][O-:17].[Na+]. Product: [CH3:16][O:17][C:2]1[N:7]=[C:6]([C:8]([F:11])([F:10])[F:9])[C:5]([C:12]([O:14][CH3:15])=[O:13])=[CH:4][N:3]=1. The catalyst class is: 5. (7) Reactant: [H-].[Na+].[Br:3][C:4]1[C:12]2[C:7](=[CH:8][CH:9]=[C:10]([C:13]3[N:17]=[C:16]([C@@H:18]4[CH2:23][CH2:22][CH2:21][N:20]([C:24]([O:26][C:27]([CH3:30])([CH3:29])[CH3:28])=[O:25])[CH2:19]4)[NH:15][N:14]=3)[CH:11]=2)[NH:6][N:5]=1.[C:31](Cl)([C:44]1[CH:49]=[CH:48][CH:47]=[CH:46][CH:45]=1)([C:38]1[CH:43]=[CH:42][CH:41]=[CH:40][CH:39]=1)[C:32]1[CH:37]=[CH:36][CH:35]=[CH:34][CH:33]=1. Product: [Br:3][C:4]1[C:12]2[C:7](=[CH:8][CH:9]=[C:10]([C:13]3[N:17]=[C:16]([C@@H:18]4[CH2:23][CH2:22][CH2:21][N:20]([C:24]([O:26][C:27]([CH3:30])([CH3:29])[CH3:28])=[O:25])[CH2:19]4)[NH:15][N:14]=3)[CH:11]=2)[N:6]([C:31]([C:32]2[CH:37]=[CH:36][CH:35]=[CH:34][CH:33]=2)([C:44]2[CH:45]=[CH:46][CH:47]=[CH:48][CH:49]=2)[C:38]2[CH:39]=[CH:40][CH:41]=[CH:42][CH:43]=2)[N:5]=1. The catalyst class is: 3. (8) Reactant: [Si]([O:8][CH:9]1[CH2:13][N:12](C(OC(C)(C)C)=O)[C@@H:11]([C:21]2[CH:26]=[C:25]([F:27])[CH:24]=[CH:23][C:22]=2[O:28][CH3:29])[CH2:10]1)(C(C)(C)C)(C)C.[ClH:30].O1CCOCC1. Product: [ClH:30].[F:27][C:25]1[CH:24]=[CH:23][C:22]([O:28][CH3:29])=[C:21]([CH:11]2[NH:12][CH2:13][C@H:9]([OH:8])[CH2:10]2)[CH:26]=1. The catalyst class is: 2. (9) Reactant: [CH3:1][N:2]([S:20]([C:23]1[S:24][CH:25]=[CH:26][CH:27]=1)(=[O:22])=[O:21])[C:3]1[CH:4]=[CH:5][CH:6]=[C:7]2[C:11]=1[NH:10][C:9]([C:12]1[S:13][CH:14]([C:17](O)=[O:18])[CH2:15][N:16]=1)=[CH:8]2.[NH:28]1[CH2:33][CH2:32][O:31][CH2:30][CH2:29]1.CN(C)C=O.Cl.CN(C)CCCN=C=NCC. Product: [CH3:1][N:2]([C:3]1[CH:4]=[CH:5][CH:6]=[C:7]2[C:11]=1[NH:10][C:9]([C:12]1[S:13][CH:14]([C:17]([N:28]3[CH2:33][CH2:32][O:31][CH2:30][CH2:29]3)=[O:18])[CH2:15][N:16]=1)=[CH:8]2)[S:20]([C:23]1[S:24][CH:25]=[CH:26][CH:27]=1)(=[O:21])=[O:22]. The catalyst class is: 6.